Regression/Classification. Given a drug SMILES string, predict its toxicity properties. Task type varies by dataset: regression for continuous values (e.g., LD50, hERG inhibition percentage) or binary classification for toxic/non-toxic outcomes (e.g., AMES mutagenicity, cardiotoxicity, hepatotoxicity). Dataset: herg_karim. From a dataset of hERG potassium channel inhibition data for cardiac toxicity prediction from Karim et al.. (1) The drug is Cc1ncc(CNC2CCN(CCn3c(=O)ccc4ncc(Oc5ccc(S(N)(=O)=O)cc5)cc43)CC2)cc1Cl. The result is 0 (non-blocker). (2) The molecule is Fc1ccc(-c2c[nH]c([C@H]3Cc4c([nH]c5ccccc45)[C@@H](C4CCOCC4)N3)n2)cc1. The result is 1 (blocker). (3) The compound is CS(=O)(=O)Nc1ccc2c(c1)C(=O)CC1(CCN([C@@H]3CCc4cc(C#N)ccc4C3)CC1)O2. The result is 1 (blocker). (4) The drug is Cc1nc2ccccc2n1-c1ccc(C(=O)N(C)[C@@H]2CCN(C3CCC3)C2)cc1. The result is 0 (non-blocker). (5) The drug is C[n+]1c(C#CC2CCCCC2)cccc1C#CC1CCCCC1. The result is 1 (blocker). (6) The result is 0 (non-blocker). The drug is O=C(Nc1cccc(C(F)(F)F)c1)NS(=O)(=O)c1ccc(OCCCN2CCCC2)cc1. (7) The compound is CCCCCn1c(=O)nc(NC2CCN(Cc3ccc4c(c3)OCO4)CC2)c2cc(Cl)ccc21. The result is 1 (blocker).